Dataset: Forward reaction prediction with 1.9M reactions from USPTO patents (1976-2016). Task: Predict the product of the given reaction. Given the reactants B#B.CSC.[CH3:6][C:7]1([CH3:40])[C:11](=[O:12])[N:10]([C:13]2[CH:18]=[CH:17][C:16]([C:19]([CH3:24])([CH3:23])[C:20](O)=[O:21])=[CH:15][CH:14]=2)[C:9](=[O:25])[N:8]1[CH2:26][C:27]1[CH:32]=[CH:31][N:30]=[C:29]([NH:33][C:34]2[CH:35]=[N:36][CH:37]=[CH:38][CH:39]=2)[CH:28]=1.O.[OH-].[Na+], predict the reaction product. The product is: [OH:21][CH2:20][C:19]([C:16]1[CH:17]=[CH:18][C:13]([N:10]2[C:11](=[O:12])[C:7]([CH3:40])([CH3:6])[N:8]([CH2:26][C:27]3[CH:32]=[CH:31][N:30]=[C:29]([NH:33][C:34]4[CH:35]=[N:36][CH:37]=[CH:38][CH:39]=4)[CH:28]=3)[C:9]2=[O:25])=[CH:14][CH:15]=1)([CH3:24])[CH3:23].